Predict the reactants needed to synthesize the given product. From a dataset of Full USPTO retrosynthesis dataset with 1.9M reactions from patents (1976-2016). (1) Given the product [CH2:29]([O:24][C:23]([C:2]1[N:3]=[N:4][C:5]([O:8][CH2:9][C:10]2[N:11]([CH3:22])[N:12]=[N:13][C:14]=2[C:15]2[CH:20]=[CH:19][C:18]([F:21])=[CH:17][CH:16]=2)=[CH:6][CH:7]=1)=[O:26])[CH3:30], predict the reactants needed to synthesize it. The reactants are: Cl[C:2]1[N:3]=[N:4][C:5]([O:8][CH2:9][C:10]2[N:11]([CH3:22])[N:12]=[N:13][C:14]=2[C:15]2[CH:20]=[CH:19][C:18]([F:21])=[CH:17][CH:16]=2)=[CH:6][CH:7]=1.[C:23](=[O:26])([O-])[O-:24].[Na+].[Na+].[CH2:29](O)[CH3:30]. (2) Given the product [Cl:1][C:2]1[CH:3]=[N:4][C:5]2[N:6]([N:8]=[C:9]([C:11]([N:26]3[CH2:25][CH:24]=[C:23]([C:20]4[CH:21]=[CH:22][C:17]([N+:14]([O-:16])=[O:15])=[CH:18][CH:19]=4)[CH2:28][CH2:27]3)=[O:13])[CH:10]=2)[CH:7]=1, predict the reactants needed to synthesize it. The reactants are: [Cl:1][C:2]1[CH:3]=[N:4][C:5]2[N:6]([N:8]=[C:9]([C:11]([OH:13])=O)[CH:10]=2)[CH:7]=1.[N+:14]([C:17]1[CH:22]=[CH:21][C:20]([C:23]2[CH2:24][CH2:25][NH:26][CH2:27][CH:28]=2)=[CH:19][CH:18]=1)([O-:16])=[O:15].